From a dataset of Forward reaction prediction with 1.9M reactions from USPTO patents (1976-2016). Predict the product of the given reaction. (1) Given the reactants [C:1]([O:5][C:6](=[O:9])[CH:7]=[CH2:8])([CH3:4])([CH3:3])[CH3:2].[C:10]([OH:14])(=[O:13])[CH:11]=[CH2:12].[CH:15]([NH:18][C:19](=[O:22])[CH:20]=[CH2:21])([CH3:17])[CH3:16].CC(N=NC(C#N)(C)C)(C#N)C.CC(OC(C)=O)COC, predict the reaction product. The product is: [C:1]([O:5][C:6](=[O:9])[CH:7]=[CH2:8])([CH3:4])([CH3:3])[CH3:2].[CH:15]([NH:18][C:19](=[O:22])[CH:20]=[CH2:21])([CH3:17])[CH3:16].[C:10]([OH:14])(=[O:13])[CH:11]=[CH2:12]. (2) The product is: [S:22]1[C:23]2[CH:29]=[CH:28][CH:27]=[CH:26][C:24]=2[N:25]=[C:21]1[CH:12]([O:13][CH:14]1[CH2:19][CH2:18][N:17]([CH3:20])[CH2:16][CH2:15]1)[C:8]1[CH:7]=[C:6]([S:5][CH2:4][C:3]([NH:32][NH2:33])=[O:2])[CH:11]=[CH:10][CH:9]=1. Given the reactants C[O:2][C:3](=O)[CH2:4][S:5][C:6]1[CH:11]=[CH:10][CH:9]=[C:8]([CH:12]([C:21]2[S:22][C:23]3[CH:29]=[CH:28][CH:27]=[CH:26][C:24]=3[N:25]=2)[O:13][CH:14]2[CH2:19][CH2:18][N:17]([CH3:20])[CH2:16][CH2:15]2)[CH:7]=1.O.[NH2:32][NH2:33], predict the reaction product. (3) Given the reactants [OH:1][C:2]1[C:3]([CH:8]=O)=[N:4][CH:5]=[CH:6][CH:7]=1.[Cl:10][C:11]1[CH:12]=[C:13]([CH:15]=[CH:16][C:17]=1[F:18])[NH2:14].C[C:20]#[N:21].[Si](C#N)(C)(C)C, predict the reaction product. The product is: [Cl:10][C:11]1[CH:12]=[C:13]([NH:14][C:8]2[C:3]3=[N:4][CH:5]=[CH:6][CH:7]=[C:2]3[O:1][C:20]=2[NH2:21])[CH:15]=[CH:16][C:17]=1[F:18]. (4) Given the reactants Cl.[Cl:2][C:3]1[CH:26]=[C:25]([NH:27][C:28]([NH:30][C:31]2[CH:36]=[N:35][C:34]([C:37]#[N:38])=[CH:33][N:32]=2)=[O:29])[C:24]([O:39][CH3:40])=[CH:23][C:4]=1[CH2:5][CH2:6][N:7]([CH2:15][C:16]1[CH:21]=[CH:20][C:19]([F:22])=[CH:18][CH:17]=1)C(=O)OC(C)(C)C, predict the reaction product. The product is: [ClH:2].[Cl:2][C:3]1[C:4]([CH2:5][CH2:6][NH:7][CH2:15][C:16]2[CH:17]=[CH:18][C:19]([F:22])=[CH:20][CH:21]=2)=[CH:23][C:24]([O:39][CH3:40])=[C:25]([NH:27][C:28]([NH:30][C:31]2[CH:36]=[N:35][C:34]([C:37]#[N:38])=[CH:33][N:32]=2)=[O:29])[CH:26]=1. (5) Given the reactants [C:1]1([CH2:7][S:8](Cl)(=[O:10])=[O:9])[CH:6]=[CH:5][CH:4]=[CH:3][CH:2]=1.[C:12]([NH2:16])([CH3:15])([CH3:14])[CH3:13].CCN(C(C)C)C(C)C, predict the reaction product. The product is: [C:12]([NH:16][S:8]([CH2:7][C:1]1[CH:6]=[CH:5][CH:4]=[CH:3][CH:2]=1)(=[O:10])=[O:9])([CH3:15])([CH3:14])[CH3:13]. (6) Given the reactants Br[CH2:2][C:3]1[C:8]([CH2:9][CH3:10])=[CH:7][CH:6]=[CH:5][C:4]=1[N:11]1[C:15](=[O:16])[N:14]([CH3:17])[N:13]=[N:12]1.[CH3:18][C:19]1[CH:24]=[C:23]([C:25]2[CH:29]=[C:28]([CH3:30])[N:27]([CH3:31])[N:26]=2)[CH:22]=[CH:21][C:20]=1[OH:32].C(=O)([O-])[O-].[K+].[K+], predict the reaction product. The product is: [CH2:9]([C:8]1[C:3]([CH2:2][O:32][C:20]2[CH:21]=[CH:22][C:23]([C:25]3[CH:29]=[C:28]([CH3:30])[N:27]([CH3:31])[N:26]=3)=[CH:24][C:19]=2[CH3:18])=[C:4]([N:11]2[C:15](=[O:16])[N:14]([CH3:17])[N:13]=[N:12]2)[CH:5]=[CH:6][CH:7]=1)[CH3:10]. (7) Given the reactants [CH2:1]([NH:3][C:4]1[C:9]([CH:10]=O)=[CH:8][N:7]=[C:6]2[NH:12][CH:13]=[CH:14][C:5]=12)[CH3:2].[F:15][C:16]1[C:22]([O:23][CH3:24])=[CH:21][C:20]([O:25][CH3:26])=[C:19]([F:27])[C:17]=1[NH2:18].CC1(C)C2CC[C@@]1(CS(O)(=O)=O)C(=O)C2.[AlH4-].[Li+].C1COCC1, predict the reaction product. The product is: [F:15][C:16]1[C:22]([O:23][CH3:24])=[CH:21][C:20]([O:25][CH3:26])=[C:19]([F:27])[C:17]=1[NH:18][CH2:10][C:9]1[CH:8]=[N:7][C:6]2[NH:12][CH:13]=[CH:14][C:5]=2[C:4]=1[NH:3][CH2:1][CH3:2].